From a dataset of Experimentally validated miRNA-target interactions with 360,000+ pairs, plus equal number of negative samples. Binary Classification. Given a miRNA mature sequence and a target amino acid sequence, predict their likelihood of interaction. (1) The protein sequence of the target gene is MNTMYVMMAQILRSHLIKATVIPNRVKMLPYFGIIRNRMMSTHKSKKKIREYYRLLNVEEGCSADEVRESFHKLAKQYHPDSGSNTADSATFIRIEKAYRKVLSHVIEQTNASQSKGEEEEDVEKFKYKTPQHRHYLSFEGIGFGTPTQREKHYRQFRADRAAEQVMEYQKQKLQSQYFPDSVIVKNIRQSKQQKITQAIERLVEDLIQESMAKGDFDNLSGKGKPLKKFSDCSYIDPMTHNLNRILIDNGYQPEWILKQKEISDTIEQLREAILVSRKKLGNPMTPTEKKQWNHVCEQF.... Result: 1 (interaction). The miRNA is hsa-miR-4698 with sequence UCAAAAUGUAGAGGAAGACCCCA. (2) Result: 1 (interaction). The protein sequence of the target gene is MISSTSVYGLKMQWTPEHAQWPEQHFDITSTTRSPAHKVEAYRGHLQRTYQYAWANDDISALTASNLLKKYAEKYSGILEGPVDRPVLSNYSDTPSGLVNGRKNDSEPWQPSLNSEAVYPMNCVPDVITASKAGVSSALPPVDVSASIGSSPGVASNLTEPSYSSSTCGSHTVPSLHAGLPSQEYAPGYNGSYLHSTYSSQATPALPSPHPSPLHSSGLLQPPPPPPPPPALVPGYNGTSNLSSYSYPSASYPPQTAVGSGYSPGGAPPPPSAYLPSGIPAPTPLPPTTVPGYTYQGHGL.... The miRNA is mmu-miR-452-5p with sequence UGUUUGCAGAGGAAACUGAGAC. (3) The miRNA is hsa-miR-4638-5p with sequence ACUCGGCUGCGGUGGACAAGU. Result: 1 (interaction). The protein sequence of the target gene is MSNVNLSVSDFWRVMMRVCWLVRQDSRHQRIRLPHLEAVVIGRGPETKITDKKCSRQQVQLKAECNKGYVKVKQVGVNPTSIDSVVIGKDQEVKLQPGQVLHMVNELYPYIVEFEEEAKNPGLETHRKRKRSGNSDSIERDAAQEAEAGTGLEPGSNSGQCSVPLKKGKDAPIKKESLGHWSQGLKISMQDPKMQVYKDEQVVVIKDKYPKARYHWLVLPWTSISSLKAVAREHLELLKHMHTVGEKVIVDFAGSSKLRFRLGYHAIPSMSHVHLHVISQDFDSPCLKNKKHWNSFNTEY.... (4) The miRNA is mmu-miR-101c with sequence ACAGUACUGUGAUAACUGA. The protein sequence of the target gene is MRGAGPSPRHSPRALRPDPGPAMSFFRRKVKGKEQEKTLDVKSTKASVAVHSPQKSTKNHALLEAAGPSHVAINAISANMDSFSSSRTATLKKQPSHMEAAHFGDLGRSCLDYQTQETKSSLSKTLEQVLRDTVVLPYFLQFMELRRMEHLVKFWLEAESFHSTTWSRIRAHSLNTVKQSSLAEPVSPSKRHETPASSVTEALDRRLGDSSSAPLLVTQSEGTDLSSRTQNPQNHLLLSQEGHSARSLHREVARTGSHQIPTDSQDSSSRLAVGSRNSCSSPLRELSEKLMKSIEQDAVN.... Result: 0 (no interaction). (5) The miRNA is hsa-miR-490-3p with sequence CAACCUGGAGGACUCCAUGCUG. The protein sequence of the target gene is MSLQSPSRLLELAGQSLLRNQFLTIFILDELPREVFPLMFMEASSMRHFEALKLMVQAWPFLRLPLGSLMKTPHLETLQAVLKGLDTLLAQKLRPRRWKLQVLDLRDVDGNFWTIWSGARALSCSPEAMSKRQTVEDYPRTGEHQPLKVFIDLCQKESTLDECLSYLCRWIHYRRGLVHLCCNKVQNYSMPTSSFRNLLKRVYPDSIQELEIKRKCSLNKTGKFAPYLSQMSNLRKLFLAFGYDDELYVSGQQQFVPDLDCPFLCLYYPQMLYIRKISNIKEHLEHLLRCLKNPLGTFIF.... Result: 0 (no interaction). (6) The miRNA is hsa-miR-4474-3p with sequence UUGUGGCUGGUCAUGAGGCUAA. The protein sequence of the target gene is MAENLKGCSVCCKSSWNQLQDLCRLAKLSCPALGVSKKNLYDFEVEYLCDYKKIREQEYYLVKWRGYPDSENTWEPRQNLKCIRVLKQFHKDLERELVRRHRRSKPPRHLDPNLANYLVQKAKQRRALQRWEQELNAKRSHLGRITVENEVDLDGPPRSFVYINEYRVGEGITLNQVAVGCECQDCLLAPTGGCCPGASLHKFAYNDQGQVRLKAGQPIYECNSRCCCGYDCPNRVVQKGIRYDLCIFRTNDGRGWGVRTLEKIRKNSFVMEYVGEIITSEEAERRGQIYDRQGATYLFD.... Result: 0 (no interaction).